This data is from Forward reaction prediction with 1.9M reactions from USPTO patents (1976-2016). The task is: Predict the product of the given reaction. (1) Given the reactants F[C:2]1[C:7]([F:8])=[CH:6][CH:5]=[C:4]([F:9])[N:3]=1.[NH4+:10].[OH-], predict the reaction product. The product is: [F:8][C:7]1[C:2]([NH2:10])=[N:3][C:4]([F:9])=[CH:5][CH:6]=1. (2) Given the reactants [N+:1]([C:4]1[CH:5]=[CH:6][C:7]([CH:10]2[CH2:13][N:12]([C:14](=O)[CH2:15][CH3:16])[CH2:11]2)=[N:8][CH:9]=1)([O-])=O.O.O.Cl[Sn]Cl.N1C=CC=CC=1.[CH:29]([C:32]1[CH:37]=[CH:36][C:35]([S:38](Cl)(=[O:40])=[O:39])=[CH:34][CH:33]=1)([CH3:31])[CH3:30], predict the reaction product. The product is: [CH:29]([C:32]1[CH:37]=[CH:36][C:35]([S:38]([NH:1][C:4]2[CH:9]=[N:8][C:7]([CH:10]3[CH2:13][N:12]([CH2:14][CH2:15][CH3:16])[CH2:11]3)=[CH:6][CH:5]=2)(=[O:40])=[O:39])=[CH:34][CH:33]=1)([CH3:31])[CH3:30]. (3) Given the reactants CC1(C)[O:6][C@H:5]2[C@H:7]([NH:12][C:13]3[N:18]4[N:19]=[C:20]([C:22]5[C:31]6[C:26](=[CH:27][CH:28]=[CH:29][CH:30]=6)[CH:25]=[CH:24][CH:23]=5)[CH:21]=[C:17]4[N:16]=[CH:15][CH:14]=3)[CH2:8][C@H:9]([CH2:10][OH:11])[C@H:4]2[O:3]1.Cl[S:34]([NH2:37])(=[O:36])=[O:35].Cl.O, predict the reaction product. The product is: [S:34](=[O:36])(=[O:35])([O:3][CH2:4][C@H:9]1[CH2:8][C@@H:7]([NH:12][C:13]2[N:18]3[N:19]=[C:20]([C:22]4[C:31]5[C:26](=[CH:27][CH:28]=[CH:29][CH:30]=5)[CH:25]=[CH:24][CH:23]=4)[CH:21]=[C:17]3[N:16]=[CH:15][CH:14]=2)[C@H:5]([OH:6])[C@@H:10]1[OH:11])[NH2:37].